Dataset: Peptide-MHC class I binding affinity with 185,985 pairs from IEDB/IMGT. Task: Regression. Given a peptide amino acid sequence and an MHC pseudo amino acid sequence, predict their binding affinity value. This is MHC class I binding data. The peptide sequence is LKLREVYTQL. The MHC is HLA-B08:01 with pseudo-sequence HLA-B08:01. The binding affinity (normalized) is 0.398.